From a dataset of Reaction yield outcomes from USPTO patents with 853,638 reactions. Predict the reaction yield, written as a fraction of the theoretical maximum amount of product (1.0 means a 100% yield; for example, 0.34 means a 34% yield). (1) The reactants are [C:1]([C@@:3]1([OH:19])[C@H:7]([OH:8])[C@@H:6]([CH2:9][OH:10])[O:5][C@H:4]1[N:11]1[CH:16]=[CH:15][C:14](=[O:17])[NH:13][C:12]1=[O:18])#[CH:2].C([Mg]Cl)(C)(C)C.[Cl:26][C:27]1[CH:55]=[CH:54][C:30]([O:31][P:32]([NH:46][CH2:47][C:48]([O:50][CH:51]([CH3:53])[CH3:52])=[O:49])(OC2C(F)=C(F)C(F)=C(F)C=2F)=[O:33])=[CH:29][CH:28]=1. The catalyst is C1COCC1. The product is [Cl:26][C:27]1[CH:28]=[CH:29][C:30]([O:31][P:32]([NH:46][CH2:47][C:48]([O:50][CH:51]([CH3:52])[CH3:53])=[O:49])([O:10][CH2:9][C@@H:6]2[C@@H:7]([OH:8])[C@@:3]([C:1]#[CH:2])([OH:19])[C@H:4]([N:11]3[CH:16]=[CH:15][C:14](=[O:17])[NH:13][C:12]3=[O:18])[O:5]2)=[O:33])=[CH:54][CH:55]=1. The yield is 0.660. (2) The reactants are S([O-])([O-])(=O)=O.[Na+].[Na+].Cl[C:9](Cl)(Cl)[CH:10]([OH:12])O.Cl.NO.[Br:18][C:19]1[CH:20]=[CH:21][C:22]2[CH2:28][CH2:27][CH2:26][CH2:25][NH:24][C:23]=2[CH:29]=1.[OH2:30]. The catalyst is C(O)C.Cl. The product is [Br:18][C:19]1[C:29]2[C:9](=[O:30])[C:10](=[O:12])[CH:21]=[C:22]3[CH2:28][CH2:27][CH2:26][CH2:25][N:24]([C:23]=23)[CH:20]=1. The yield is 0.570. (3) The reactants are [Li].[NH2:2][C:3]1[N:11]=[CH:10][C:9]([N+:12]([O-:14])=[O:13])=[CH:8][C:4]=1[C:5]([OH:7])=O.[O:15]([C:22]1[S:26][C:25]([CH2:27][NH2:28])=[CH:24][CH:23]=1)[C:16]1[CH:21]=[CH:20][CH:19]=[CH:18][CH:17]=1.F[P-](F)(F)(F)(F)F.N1([P+](N(C)C)(N(C)C)N(C)C)C2C=CC=CC=2N=N1.C(N(CC)CC)C. The catalyst is CN(C)C=O.O. The product is [NH2:2][C:3]1[N:11]=[CH:10][C:9]([N+:12]([O-:14])=[O:13])=[CH:8][C:4]=1[C:5]([NH:28][CH2:27][C:25]1[S:26][C:22]([O:15][C:16]2[CH:17]=[CH:18][CH:19]=[CH:20][CH:21]=2)=[CH:23][CH:24]=1)=[O:7]. The yield is 0.960. (4) The reactants are Br[C:2]1[NH:3][C:4]2[C:9]([C:10]=1[CH:11]1[CH2:16][CH2:15][CH2:14][CH2:13][CH2:12]1)=[CH:8][CH:7]=[C:6]([C:17]([O:19][CH3:20])=[O:18])[CH:5]=2.CC1(C)C(C)(C)OB([C:29]2[CH:34]=[CH:33][CH:32]=[CH:31][C:30]=2[NH2:35])O1.C(=O)([O-])O.[Na+]. The catalyst is COCCOC.O.C1C=CC([P]([Pd]([P](C2C=CC=CC=2)(C2C=CC=CC=2)C2C=CC=CC=2)([P](C2C=CC=CC=2)(C2C=CC=CC=2)C2C=CC=CC=2)[P](C2C=CC=CC=2)(C2C=CC=CC=2)C2C=CC=CC=2)(C2C=CC=CC=2)C2C=CC=CC=2)=CC=1. The product is [NH2:35][C:30]1[CH:31]=[CH:32][CH:33]=[CH:34][C:29]=1[C:2]1[NH:3][C:4]2[C:9]([C:10]=1[CH:11]1[CH2:16][CH2:15][CH2:14][CH2:13][CH2:12]1)=[CH:8][CH:7]=[C:6]([C:17]([O:19][CH3:20])=[O:18])[CH:5]=2. The yield is 0.960. (5) The reactants are [NH:1]1[C:10]2[C:5](=[CH:6][CH:7]=[CH:8][CH:9]=2)[CH2:4][CH2:3][CH2:2]1.Cl[C:12]1[C:13](=[O:26])[NH:14][C:15]2[C:20]([N:21]=1)=[CH:19][C:18]([C:22]([O:24][CH3:25])=[O:23])=[CH:17][CH:16]=2. The catalyst is CN1C(=O)CCC1. The product is [O:26]=[C:13]1[C:12]([N:1]2[C:10]3[C:5](=[CH:6][CH:7]=[CH:8][CH:9]=3)[CH2:4][CH2:3][CH2:2]2)=[N:21][C:20]2[C:15](=[CH:16][CH:17]=[C:18]([C:22]([O:24][CH3:25])=[O:23])[CH:19]=2)[NH:14]1. The yield is 0.280. (6) The reactants are [CH2:1]([CH2:3][NH2:4])[OH:2].C(N(CC)CC)C.Cl.[F:13][C:14]([F:48])([F:47])[C:15]1[CH:20]=[C:19]([C:21]2[CH:26]=[CH:25][C:24]([C:27]([F:30])([F:29])[F:28])=[CH:23][CH:22]=2)[N:18]=[C:17]([C:31]2[CH:36]=[CH:35][N:34]=[C:33]([C:37]3[CH:38]=[C:39]([S:43](Cl)(=[O:45])=[O:44])[CH:40]=[CH:41][CH:42]=3)[CH:32]=2)[N:16]=1. The product is [OH:2][CH2:1][CH2:3][NH:4][S:43]([C:39]1[CH:40]=[CH:41][CH:42]=[C:37]([C:33]2[CH:32]=[C:31]([C:17]3[N:16]=[C:15]([C:14]([F:13])([F:47])[F:48])[CH:20]=[C:19]([C:21]4[CH:26]=[CH:25][C:24]([C:27]([F:30])([F:28])[F:29])=[CH:23][CH:22]=4)[N:18]=3)[CH:36]=[CH:35][N:34]=2)[CH:38]=1)(=[O:44])=[O:45]. The catalyst is C1COCC1. The yield is 0.760. (7) The reactants are [F:1][C:2]([F:12])([S:9]([O-:11])=[O:10])[C:3]([F:8])([F:7])[CH2:4][CH2:5][OH:6].[CH2:13]([NH+:15]([CH2:18][CH3:19])[CH2:16][CH3:17])[CH3:14].OO.S([O-])([O-])=[O:23].[Na+].[Na+]. The catalyst is O. The product is [F:12][C:2]([F:1])([S:9]([O-:23])(=[O:11])=[O:10])[C:3]([F:7])([F:8])[CH2:4][CH2:5][OH:6].[CH2:13]([NH+:15]([CH2:18][CH3:19])[CH2:16][CH3:17])[CH3:14]. The yield is 0.400. (8) The reactants are C([O:8][P:9]([O:19][CH2:20][CH2:21][O:22][CH2:23][CH2:24][O:25][CH2:26][C:27]([CH3:87])([CH3:86])[C:28]([O:30][C:31]1[C:35]([O:36][C:37](=[O:67])[C:38]([CH3:66])([CH3:65])[CH2:39][O:40][CH2:41][CH2:42][O:43][CH2:44][CH2:45][O:46][P:47]([O:57]CC2C=CC=CC=2)([O:49]CC2C=CC=CC=2)=[O:48])=[C:34]([C:68](=[O:72])[N:69]([CH3:71])[CH3:70])[N:33]([C:73]2[CH:78]=[CH:77][C:76]([O:79][CH3:80])=[CH:75][CH:74]=2)[C:32]=1[C:81](=[O:85])[N:82]([CH3:84])[CH3:83])=[O:29])([O:11]CC1C=CC=CC=1)=[O:10])C1C=CC=CC=1. The catalyst is CO.[Pd]. The product is [CH3:86][C:27]([CH3:87])([CH2:26][O:25][CH2:24][CH2:23][O:22][CH2:21][CH2:20][O:19][P:9]([OH:10])([OH:11])=[O:8])[C:28]([O:30][C:31]1[C:35]([O:36][C:37](=[O:67])[C:38]([CH3:65])([CH3:66])[CH2:39][O:40][CH2:41][CH2:42][O:43][CH2:44][CH2:45][O:46][P:47]([OH:49])([OH:57])=[O:48])=[C:34]([C:68](=[O:72])[N:69]([CH3:71])[CH3:70])[N:33]([C:73]2[CH:74]=[CH:75][C:76]([O:79][CH3:80])=[CH:77][CH:78]=2)[C:32]=1[C:81](=[O:85])[N:82]([CH3:83])[CH3:84])=[O:29]. The yield is 0.880.